This data is from Forward reaction prediction with 1.9M reactions from USPTO patents (1976-2016). The task is: Predict the product of the given reaction. (1) Given the reactants [Cl:1][C:2]1[N:7]=[C:6]([C:8]2[CH:9]=[C:10]([CH:20]=[CH:21][CH:22]=2)[CH2:11][NH:12][CH2:13][C:14]2[CH:19]=[CH:18][CH:17]=[CH:16][N:15]=2)[CH:5]=[CH:4][N:3]=1.[CH3:23][S:24](Cl)(=[O:26])=[O:25], predict the reaction product. The product is: [Cl:1][C:2]1[N:7]=[C:6]([C:8]2[CH:9]=[C:10]([CH:20]=[CH:21][CH:22]=2)[CH2:11][N:12]([CH2:13][C:14]2[CH:19]=[CH:18][CH:17]=[CH:16][N:15]=2)[S:24]([CH3:23])(=[O:26])=[O:25])[CH:5]=[CH:4][N:3]=1. (2) Given the reactants [CH3:1][O:2][CH:3]([O:13][CH3:14])[CH2:4][C:5]1[CH:10]=[CH:9][CH:8]=[C:7]([NH2:11])[C:6]=1[NH2:12].[C:15](N1C=CN=C1)(N1C=CN=C1)=[O:16], predict the reaction product. The product is: [CH3:14][O:13][CH:3]([O:2][CH3:1])[CH2:4][C:5]1[C:6]2[NH:12][C:15](=[O:16])[NH:11][C:7]=2[CH:8]=[CH:9][CH:10]=1.